Dataset: Rat liver microsome stability data. Task: Regression/Classification. Given a drug SMILES string, predict its absorption, distribution, metabolism, or excretion properties. Task type varies by dataset: regression for continuous measurements (e.g., permeability, clearance, half-life) or binary classification for categorical outcomes (e.g., BBB penetration, CYP inhibition). Dataset: rlm. The molecule is CC(C)(C)c1nc2c(C(=O)NCC3CCN(CC(O)CN4CCN(S(C)(=O)=O)CC4)CC3)cccc2[nH]1. The result is 0 (unstable in rat liver microsomes).